Dataset: CYP2C19 inhibition data for predicting drug metabolism from PubChem BioAssay. Task: Regression/Classification. Given a drug SMILES string, predict its absorption, distribution, metabolism, or excretion properties. Task type varies by dataset: regression for continuous measurements (e.g., permeability, clearance, half-life) or binary classification for categorical outcomes (e.g., BBB penetration, CYP inhibition). Dataset: cyp2c19_veith. The molecule is O=C(O)CC/C=C\CC[C@@H]1[C@@H](OCc2ccc(-c3ccccc3)cc2)C[C@H](O)[C@@H]1N1CCCCC1. The result is 0 (non-inhibitor).